Dataset: Full USPTO retrosynthesis dataset with 1.9M reactions from patents (1976-2016). Task: Predict the reactants needed to synthesize the given product. (1) Given the product [N:6]1[CH:7]=[CH:8][CH:9]=[CH:10][C:5]=1[C:3]([NH2:11])=[NH:4], predict the reactants needed to synthesize it. The reactants are: CO[C:3]([C:5]1[CH:10]=[CH:9][CH:8]=[CH:7][N:6]=1)=[NH:4].[NH4+:11].[Cl-]. (2) Given the product [Br:1][C:2]1[CH:3]=[C:4]([O:25][CH3:26])[C:5]2[N:20]([CH2:21][CH2:22][O:23][CH3:24])[C:9]([C:10]3[CH:15]=[CH:14][C:13]([CH:16]([CH3:18])[CH3:17])=[CH:12][CH:11]=3)=[N:8][C:6]=2[CH:7]=1, predict the reactants needed to synthesize it. The reactants are: [Br:1][C:2]1[CH:3]=[C:4]([O:25][CH3:26])[C:5]([NH:20][CH2:21][CH2:22][O:23][CH3:24])=[C:6]([NH:8][C:9](=O)[C:10]2[CH:15]=[CH:14][C:13]([CH:16]([CH3:18])[CH3:17])=[CH:12][CH:11]=2)[CH:7]=1.C(OCC)(=O)C.